Dataset: Forward reaction prediction with 1.9M reactions from USPTO patents (1976-2016). Task: Predict the product of the given reaction. (1) Given the reactants [Cl:1][C:2]1[N:7]=[C:6](S(C)(=O)=O)[N:5]=[C:4]([C:12]2[C:20]3[C:15](=[N:16][CH:17]=[CH:18][CH:19]=3)[N:14]([S:21]([C:24]3[CH:29]=[CH:28][CH:27]=[CH:26][CH:25]=3)(=[O:23])=[O:22])[CH:13]=2)[CH:3]=1.[C@H:30]1([NH2:37])[CH2:35][CH2:34][C@H:33]([NH2:36])[CH2:32][CH2:31]1.C(N(CC)CC)C, predict the reaction product. The product is: [Cl:1][C:2]1[CH:3]=[C:4]([C:12]2[C:20]3[C:15](=[N:16][CH:17]=[CH:18][CH:19]=3)[N:14]([S:21]([C:24]3[CH:29]=[CH:28][CH:27]=[CH:26][CH:25]=3)(=[O:23])=[O:22])[CH:13]=2)[N:5]=[C:6]([NH:36][C@H:33]2[CH2:34][CH2:35][C@H:30]([NH2:37])[CH2:31][CH2:32]2)[N:7]=1. (2) Given the reactants Br[CH2:2][C:3]([C:5]1[CH:14]=[CH:13][C:12]2[C:11]([CH3:16])([CH3:15])[CH2:10][CH2:9][C:8]([CH3:18])([CH3:17])[C:7]=2[CH:6]=1)=O.[OH:19][CH:20]1[CH2:25][CH2:24][N:23]([C:26](=[S:28])[NH2:27])[CH2:22][CH2:21]1, predict the reaction product. The product is: [CH3:15][C:11]1([CH3:16])[CH2:10][CH2:9][C:8]([CH3:17])([CH3:18])[C:7]2[CH:6]=[C:5]([C:3]3[N:27]=[C:26]([N:23]4[CH2:24][CH2:25][CH:20]([OH:19])[CH2:21][CH2:22]4)[S:28][CH:2]=3)[CH:14]=[CH:13][C:12]1=2. (3) Given the reactants CC(OC([N:8]([CH2:32][CH3:33])[C@@H:9]1[CH2:13][CH2:12][N:11]([C:14]2[C:19]([C:20]([O:22][CH:23]([CH3:25])[CH3:24])=[O:21])=[C:18]([C:26]3[CH:31]=[CH:30][CH:29]=[CH:28][CH:27]=3)[CH:17]=[CH:16][N:15]=2)[CH2:10]1)=O)(C)C.Cl.O1CCOCC1.C([O-])(O)=O.[Na+], predict the reaction product. The product is: [CH2:32]([NH:8][C@@H:9]1[CH2:13][CH2:12][N:11]([C:14]2[C:19]([C:20]([O:22][CH:23]([CH3:25])[CH3:24])=[O:21])=[C:18]([C:26]3[CH:31]=[CH:30][CH:29]=[CH:28][CH:27]=3)[CH:17]=[CH:16][N:15]=2)[CH2:10]1)[CH3:33]. (4) Given the reactants [Cl:1][C:2]1[C:11]2[C:6](=[C:7]([CH3:12])[CH:8]=[CH:9][CH:10]=2)[C:5]([C:13]([OH:15])=O)=[CH:4][N:3]=1.[O:16]=[S:17]1(=[O:23])[CH2:22][CH2:21][NH:20][CH2:19][CH2:18]1, predict the reaction product. The product is: [Cl:1][C:2]1[C:11]2[C:6](=[C:7]([CH3:12])[CH:8]=[CH:9][CH:10]=2)[C:5]([C:13]([N:20]2[CH2:21][CH2:22][S:17](=[O:23])(=[O:16])[CH2:18][CH2:19]2)=[O:15])=[CH:4][N:3]=1. (5) Given the reactants [Cl:1][C:2]1[CH:3]=[C:4]([C@@H:8]2[C@@H:13]([C:14]3[CH:19]=[CH:18][C:17]([Cl:20])=[CH:16][CH:15]=3)[N:12]([C@@H:21]([CH:32]3[CH2:34][CH2:33]3)[CH2:22][NH:23][S:24]([C:27]3[S:28][CH:29]=[CH:30][CH:31]=3)(=[O:26])=[O:25])[C:11](=[O:35])[C@:10]([CH2:37][C:38]([O:40]C)=[O:39])([CH3:36])[CH2:9]2)[CH:5]=[CH:6][CH:7]=1.CO.C1COCC1.[Li+].[OH-], predict the reaction product. The product is: [Cl:1][C:2]1[CH:3]=[C:4]([C@@H:8]2[C@@H:13]([C:14]3[CH:19]=[CH:18][C:17]([Cl:20])=[CH:16][CH:15]=3)[N:12]([C@@H:21]([CH:32]3[CH2:33][CH2:34]3)[CH2:22][NH:23][S:24]([C:27]3[S:28][CH:29]=[CH:30][CH:31]=3)(=[O:26])=[O:25])[C:11](=[O:35])[C@:10]([CH2:37][C:38]([OH:40])=[O:39])([CH3:36])[CH2:9]2)[CH:5]=[CH:6][CH:7]=1.